From a dataset of NCI-60 drug combinations with 297,098 pairs across 59 cell lines. Regression. Given two drug SMILES strings and cell line genomic features, predict the synergy score measuring deviation from expected non-interaction effect. (1) Drug 1: C1=CC(=CC=C1CC(C(=O)O)N)N(CCCl)CCCl.Cl. Drug 2: C(CCl)NC(=O)N(CCCl)N=O. Cell line: M14. Synergy scores: CSS=0.281, Synergy_ZIP=-0.259, Synergy_Bliss=0.0854, Synergy_Loewe=-4.80, Synergy_HSA=-3.16. (2) Drug 1: C1=CC(=CC=C1C#N)C(C2=CC=C(C=C2)C#N)N3C=NC=N3. Drug 2: CCCCC(=O)OCC(=O)C1(CC(C2=C(C1)C(=C3C(=C2O)C(=O)C4=C(C3=O)C=CC=C4OC)O)OC5CC(C(C(O5)C)O)NC(=O)C(F)(F)F)O. Cell line: K-562. Synergy scores: CSS=42.0, Synergy_ZIP=-0.929, Synergy_Bliss=-1.64, Synergy_Loewe=-1.72, Synergy_HSA=-1.13.